From a dataset of Full USPTO retrosynthesis dataset with 1.9M reactions from patents (1976-2016). Predict the reactants needed to synthesize the given product. (1) Given the product [CH3:1][C@@H:2]1[CH2:11][C:10]2[C:5](=[CH:6][CH:7]=[C:8]([CH2:12][CH2:13][N:26]3[CH2:25][CH2:24][N:23]([C:16]([O:18][C:19]([CH3:22])([CH3:21])[CH3:20])=[O:17])[CH2:28][CH2:27]3)[CH:9]=2)[C:4](=[O:15])[O:3]1, predict the reactants needed to synthesize it. The reactants are: [CH3:1][C@@H:2]1[CH2:11][C:10]2[C:5](=[CH:6][CH:7]=[C:8]([CH2:12][CH:13]=O)[CH:9]=2)[C:4](=[O:15])[O:3]1.[C:16]([N:23]1[CH2:28][CH2:27][NH:26][CH2:25][CH2:24]1)([O:18][C:19]([CH3:22])([CH3:21])[CH3:20])=[O:17].C(O[BH-](OC(=O)C)OC(=O)C)(=O)C.[Na+]. (2) Given the product [NH2:13][C:14]1[CH:15]=[C:16]([CH:21]=[C:22]([NH:24][C:5]2[N:4]=[C:3]([O:9][CH2:10][C:11]#[CH:12])[C:2]([Br:1])=[CH:7][N:6]=2)[CH:23]=1)[C:17]([O:19][CH3:20])=[O:18], predict the reactants needed to synthesize it. The reactants are: [Br:1][C:2]1[C:3]([O:9][CH2:10][C:11]#[CH:12])=[N:4][C:5](Cl)=[N:6][CH:7]=1.[NH2:13][C:14]1[CH:15]=[C:16]([CH:21]=[C:22]([NH2:24])[CH:23]=1)[C:17]([O:19][CH3:20])=[O:18].Cl. (3) Given the product [C:23]([O:22][C:21]([N:20]([C:18]1[N:19]=[C:14]2[CH:13]=[CH:12][N:11]([S:1]([C:4]3[CH:5]=[CH:6][C:7]([CH3:8])=[CH:9][CH:10]=3)(=[O:3])=[O:2])[C:15]2=[N:16][CH:17]=1)[CH2:31][C:32]([C@@H:34]1[C@H:38]([CH2:39][CH3:40])[CH2:37][N:36]([C:41]([O:43][CH2:44][C:45]2[CH:46]=[CH:47][CH:48]=[CH:49][CH:50]=2)=[O:42])[CH2:35]1)=[O:33])=[O:27])([CH3:24])([CH3:26])[CH3:25], predict the reactants needed to synthesize it. The reactants are: [S:1]([N:11]1[C:15]2=[N:16][CH:17]=[C:18]([NH:20][C:21](=[O:27])[O:22][C:23]([CH3:26])([CH3:25])[CH3:24])[N:19]=[C:14]2[CH:13]=[CH:12]1)([C:4]1[CH:10]=[CH:9][C:7]([CH3:8])=[CH:6][CH:5]=1)(=[O:3])=[O:2].[H-].[Na+].Br[CH2:31][C:32]([C@@H:34]1[C@H:38]([CH2:39][CH3:40])[CH2:37][N:36]([C:41]([O:43][CH2:44][C:45]2[CH:50]=[CH:49][CH:48]=[CH:47][CH:46]=2)=[O:42])[CH2:35]1)=[O:33].[NH4+].[Cl-]. (4) Given the product [F:1][C:2]1[CH:30]=[C:29]([N+:31]([O-:33])=[O:32])[CH:28]=[CH:27][C:3]=1[O:4][C:5]1[CH:10]=[CH:9][N:8]=[C:7]2[CH:11]=[C:12]([C:14]3[N:15]=[CH:16][NH:17][CH:18]=3)[S:13][C:6]=12, predict the reactants needed to synthesize it. The reactants are: [F:1][C:2]1[CH:30]=[C:29]([N+:31]([O-:33])=[O:32])[CH:28]=[CH:27][C:3]=1[O:4][C:5]1[CH:10]=[CH:9][N:8]=[C:7]2[CH:11]=[C:12]([C:14]3[N:15]=[CH:16][N:17](COCC[Si](C)(C)C)[CH:18]=3)[S:13][C:6]=12.Cl. (5) Given the product [ClH:52].[ClH:52].[CH2:1]([O:3][C:4]([N:6]1[C:10]([NH:11][C:12](=[O:29])[C:13]2[CH:18]=[CH:17][C:16]([N:19]3[CH2:24][CH2:23][N:22]([CH3:25])[CH2:21][CH2:20]3)=[CH:15][C:14]=2[NH2:26])=[C:9]2[CH2:30][N:31]([S:35]([C:38]3[CH:43]=[C:42]([F:44])[CH:41]=[C:40]([F:45])[CH:39]=3)(=[O:37])=[O:36])[C:32]([CH3:34])([CH3:33])[C:8]2=[N:7]1)=[O:5])[CH3:2], predict the reactants needed to synthesize it. The reactants are: [CH2:1]([O:3][C:4]([N:6]1[C:10]([NH:11][C:12](=[O:29])[C:13]2[CH:18]=[CH:17][C:16]([N:19]3[CH2:24][CH2:23][N:22]([CH3:25])[CH2:21][CH2:20]3)=[CH:15][C:14]=2[N+:26]([O-])=O)=[C:9]2[CH2:30][N:31]([S:35]([C:38]3[CH:43]=[C:42]([F:44])[CH:41]=[C:40]([F:45])[CH:39]=3)(=[O:37])=[O:36])[C:32]([CH3:34])([CH3:33])[C:8]2=[N:7]1)=[O:5])[CH3:2].C1CCCCC=1.[ClH:52]. (6) Given the product [CH2:17]([N:20]1[CH:24]=[C:23]([C:2]2[N:7]3[N:8]=[C:9]([NH:11][C:12]([CH:14]4[CH2:16][CH2:15]4)=[O:13])[N:10]=[C:6]3[CH:5]=[CH:4][CH:3]=2)[CH:22]=[N:21]1)[CH2:18][CH3:19], predict the reactants needed to synthesize it. The reactants are: Br[C:2]1[N:7]2[N:8]=[C:9]([NH:11][C:12]([CH:14]3[CH2:16][CH2:15]3)=[O:13])[N:10]=[C:6]2[CH:5]=[CH:4][CH:3]=1.[CH2:17]([N:20]1[CH:24]=[C:23](B(O)O)[CH:22]=[N:21]1)[CH2:18][CH3:19].P([O-])([O-])([O-])=O.[K+].[K+].[K+].